From a dataset of Forward reaction prediction with 1.9M reactions from USPTO patents (1976-2016). Predict the product of the given reaction. (1) Given the reactants [C:1]([C:3]1[CH:8]=[CH:7][C:6]([O:9][CH3:10])=[CH:5][CH:4]=1)#[CH:2].C([Li])CCC.B(F)(F)F.[CH3:20][CH2:21][O:22]CC.C(OC(=O)C)(=O)C.[OH-].[Na+], predict the reaction product. The product is: [CH3:10][O:9][C:6]1[CH:7]=[CH:8][C:3]([C:1]#[C:2][C:21](=[O:22])[CH3:20])=[CH:4][CH:5]=1. (2) Given the reactants [CH3:1][C:2]1[C:6]([C:7]2[C:16]3[O:15][CH2:14][CH:13]([C:17]4[CH:22]=[CH:21][CH:20]=[CH:19][CH:18]=4)[N:12]4[C:23](=O)[NH:24][C:10]([C:11]=34)=[CH:9][CH:8]=2)=[C:5]([CH3:26])[O:4][N:3]=1.P(Cl)(Cl)([Cl:29])=O, predict the reaction product. The product is: [Cl:29][C:23]1[N:12]2[CH:13]([C:17]3[CH:22]=[CH:21][CH:20]=[CH:19][CH:18]=3)[CH2:14][O:15][C:16]3=[C:11]2[C:10](=[CH:9][CH:8]=[C:7]3[C:6]2[C:2]([CH3:1])=[N:3][O:4][C:5]=2[CH3:26])[N:24]=1. (3) Given the reactants [CH3:1][N:2]1[CH:6]=[CH:5][C:4]([NH:7][C:8](=[O:31])[C:9]2[CH:14]=[C:13]([O:15]CC3C=CC=CC=3)[CH:12]=[C:11]([O:23][CH2:24][C:25]3[CH:30]=[CH:29][CH:28]=[CH:27][CH:26]=3)[CH:10]=2)=[N:3]1.C([O-])=O.[NH4+], predict the reaction product. The product is: [OH:15][C:13]1[CH:14]=[C:9]([CH:10]=[C:11]([O:23][CH2:24][C:25]2[CH:30]=[CH:29][CH:28]=[CH:27][CH:26]=2)[CH:12]=1)[C:8]([NH:7][C:4]1[CH:5]=[CH:6][N:2]([CH3:1])[N:3]=1)=[O:31].